Task: Regression. Given two drug SMILES strings and cell line genomic features, predict the synergy score measuring deviation from expected non-interaction effect.. Dataset: NCI-60 drug combinations with 297,098 pairs across 59 cell lines (1) Drug 1: CC12CCC3C(C1CCC2=O)CC(=C)C4=CC(=O)C=CC34C. Drug 2: CC1=CC=C(C=C1)C2=CC(=NN2C3=CC=C(C=C3)S(=O)(=O)N)C(F)(F)F. Cell line: HT29. Synergy scores: CSS=26.0, Synergy_ZIP=0.314, Synergy_Bliss=3.38, Synergy_Loewe=0.873, Synergy_HSA=3.13. (2) Drug 1: CN(C)C1=NC(=NC(=N1)N(C)C)N(C)C. Drug 2: CCCCCOC(=O)NC1=NC(=O)N(C=C1F)C2C(C(C(O2)C)O)O. Cell line: DU-145. Synergy scores: CSS=-5.01, Synergy_ZIP=0.382, Synergy_Bliss=-0.843, Synergy_Loewe=-7.22, Synergy_HSA=-4.73.